From a dataset of hERG potassium channel inhibition data for cardiac toxicity prediction from Karim et al.. Regression/Classification. Given a drug SMILES string, predict its toxicity properties. Task type varies by dataset: regression for continuous values (e.g., LD50, hERG inhibition percentage) or binary classification for toxic/non-toxic outcomes (e.g., AMES mutagenicity, cardiotoxicity, hepatotoxicity). Dataset: herg_karim. (1) The molecule is CN(C)CCC=C1c2ccccc2CCc3ccccc13. The result is 0 (non-blocker). (2) The compound is O=C([O-])c1cccc(Cc2cc(Cl)ccc2OCc2ccc(Cl)cc2F)n1. The result is 0 (non-blocker). (3) The drug is CC(=O)NC1CCc2cc(CCN3CCN(c4nsc5ccccc45)CC3)ccc21. The result is 1 (blocker). (4) The molecule is COc1cc(N2C(=O)N(c3ccc(-c4ccc(C(N)=O)cc4)cc3)C(=O)C23CCN(Cc2ncccc2C)CC3)ncn1. The result is 1 (blocker). (5) The compound is Cc1ncoc1-c1nnc(SCCCN2CC3CC3(c3cc(F)cc(C(F)(F)F)c3)C2)n1C. The result is 1 (blocker).